The task is: Predict the product of the given reaction.. This data is from Forward reaction prediction with 1.9M reactions from USPTO patents (1976-2016). (1) Given the reactants Cl[C:2]1[CH:3]=[CH:4][C:5]2[N:6]([C:8]([C:11]([C:14]3[CH:15]=[C:16]4[C:20](=[CH:21][C:22]=3[F:23])[N:19]([CH3:24])[N:18]=[CH:17]4)(O)[CH3:12])=[CH:9][N:10]=2)[N:7]=1.ClC1C=CC2N(C(C(C3C=[C:39]4[C:43](=CC=3F)[N:42]([CH3:47])[N:41]=[CH:40]4)C)=CN=2)N=1.[I-].O[PH2]=O.[OH-].[Na+], predict the reaction product. The product is: [F:23][C:22]1[CH:21]=[C:20]2[C:16]([CH:17]=[N:18][N:19]2[CH3:24])=[CH:15][C:14]=1[CH:11]([C:8]1[N:6]2[N:7]=[C:2]([C:39]3[CH:40]=[N:41][N:42]([CH3:47])[CH:43]=3)[CH:3]=[CH:4][C:5]2=[N:10][CH:9]=1)[CH3:12]. (2) Given the reactants Cl[C:2]1[CH:7]=[C:6]([C:8]2[C:16]3[C:11](=[N:12][CH:13]=[CH:14][CH:15]=3)[N:10](S(C3C=CC=CC=3)(=O)=O)[CH:9]=2)[CH:5]=[C:4]([Cl:26])[N:3]=1.[C:27]([NH2:33])(=[O:32])[CH2:28][CH2:29][CH2:30][CH3:31].C(=O)([O-])[O-].[Cs+].[Cs+].CC1(C)C2C(=C(P(C3C=CC=CC=3)C3C=CC=CC=3)C=CC=2)OC2C(P(C3C=CC=CC=3)C3C=CC=CC=3)=CC=CC1=2.[OH-].[Na+], predict the reaction product. The product is: [Cl:26][C:4]1[N:3]=[C:2]([NH:33][C:27](=[O:32])[CH2:28][CH2:29][CH2:30][CH3:31])[CH:7]=[C:6]([C:8]2[C:16]3[C:11](=[N:12][CH:13]=[CH:14][CH:15]=3)[NH:10][CH:9]=2)[CH:5]=1. (3) Given the reactants [CH3:1][C:2]([CH3:13])([C:4](=[O:12])[CH2:5][C:6](=[O:11])[C:7]([CH3:10])([CH3:9])[CH3:8])[CH3:3].[Br:14]N1C(=O)CCC1=O, predict the reaction product. The product is: [Br:14][CH:5]([C:6](=[O:11])[C:7]([CH3:10])([CH3:9])[CH3:8])[C:4](=[O:12])[C:2]([CH3:13])([CH3:1])[CH3:3].